This data is from Catalyst prediction with 721,799 reactions and 888 catalyst types from USPTO. The task is: Predict which catalyst facilitates the given reaction. (1) Reactant: S(Cl)(Cl)=O.[CH3:5][N:6]([CH3:9])C=O.[CH3:10][C:11]1[N:15]([C:16]2[CH:21]=[CH:20][C:19]([C:22]([F:25])([F:24])[F:23])=[CH:18][N:17]=2)[N:14]=[CH:13][C:12]=1[C:26]([OH:28])=O.[CH2:29]([N:31]([CH2:34][CH3:35])[CH2:32][CH3:33])[CH3:30].[OH2:36]. Product: [CH3:10][C:11]1[N:15]([C:16]2[CH:21]=[CH:20][C:19]([C:22]([F:23])([F:24])[F:25])=[CH:18][N:17]=2)[N:14]=[CH:13][C:12]=1[C:26]([NH:14][C:13]1[CH:5]=[N:6][C:9]([C:19]2[CH2:20][CH2:21][C@@H:29]([N:31]3[CH2:34][CH2:35][O:36][CH2:33][CH2:32]3)[CH2:30][CH:18]=2)=[C:11]([CH3:10])[CH:12]=1)=[O:28]. The catalyst class is: 11. (2) Reactant: [CH3:1][C@@H:2]([C@@H:10]1[C@@:14]2([CH3:30])[CH2:15][CH2:16][CH2:17]/[C:18](=[CH:19]\[CH:20]=[C:21]3\[CH2:22][C@@H:23]([OH:29])[CH2:24][C@H:25](O)[C:26]\3=[CH2:27])/[C@@H:13]2[CH2:12][CH2:11]1)[CH2:3][CH2:4][CH2:5][C:6](O)([CH3:8])[CH3:7]. Product: [CH3:1][C@@H:2]([C@@H:10]1[C@@:14]2([CH3:30])[CH2:15][CH2:16][CH2:17]/[C:18](=[CH:19]\[CH:20]=[C:21]3\[CH2:22][C@@H:23]([OH:29])[CH2:24][CH2:25][C:26]\3=[CH2:27])/[C@@H:13]2[CH2:12][CH2:11]1)[CH2:3][CH2:4][CH2:5][CH:6]([CH3:7])[CH3:8]. The catalyst class is: 12. (3) The catalyst class is: 56. Product: [Cl:1][C:2]1[CH:3]=[C:4]([CH:8]=[CH:9][C:10]=1[N:11]([CH2:28][CH2:29][OH:30])[C:12]([C:14]1[S:27][C:17]2[C:18]3[CH:26]=[CH:25][CH:24]=[CH:23][C:19]=3[O:20][CH2:21][CH2:22][C:16]=2[CH:15]=1)=[O:13])[C:5]([N:67]1[CH2:68][CH2:69][N:64]([C:70]([O:72][C:73]([CH3:76])([CH3:75])[CH3:74])=[O:71])[CH2:65][CH2:66]1)=[O:6]. Reactant: [Cl:1][C:2]1[CH:3]=[C:4]([CH:8]=[CH:9][C:10]=1[N:11]([CH2:28][CH2:29][OH:30])[C:12]([C:14]1[S:27][C:17]2[C:18]3[CH:26]=[CH:25][CH:24]=[CH:23][C:19]=3[O:20][CH2:21][CH2:22][C:16]=2[CH:15]=1)=[O:13])[C:5](O)=[O:6].CN(C(ON1N=NC2C=CC=NC1=2)=[N+](C)C)C.F[P-](F)(F)(F)(F)F.CCN(C(C)C)C(C)C.[N:64]1([C:70]([O:72][C:73]([CH3:76])([CH3:75])[CH3:74])=[O:71])[CH2:69][CH2:68][NH:67][CH2:66][CH2:65]1. (4) Reactant: [C:1]([C:5]1[CH:10]=[CH:9][C:8]([C:11]2[NH:15][C:14]3[CH:16]=[CH:17][CH:18]=[C:19]([N:20]4[CH2:25][CH2:24][N:23]([CH2:26][C:27]5[CH:28]=[CH:29][C:30]([N+:41]([O-])=O)=[C:31]([NH:33][CH2:34][C:35]6[CH:36]=[N:37][CH:38]=[CH:39][CH:40]=6)[CH:32]=5)[CH2:22][CH2:21]4)[C:13]=3[N:12]=2)=[CH:7][CH:6]=1)([CH3:4])([CH3:3])[CH3:2]. Product: [C:1]([C:5]1[CH:6]=[CH:7][C:8]([C:11]2[NH:15][C:14]3[CH:16]=[CH:17][CH:18]=[C:19]([N:20]4[CH2:25][CH2:24][N:23]([CH2:26][C:27]5[CH:32]=[C:31]([NH:33][CH2:34][C:35]6[CH:36]=[N:37][CH:38]=[CH:39][CH:40]=6)[C:30]([NH2:41])=[CH:29][CH:28]=5)[CH2:22][CH2:21]4)[C:13]=3[N:12]=2)=[CH:9][CH:10]=1)([CH3:4])([CH3:2])[CH3:3]. The catalyst class is: 465. (5) Reactant: Br[C:2]1[N:7]=[C:6]([NH:8][C:9]2[S:10][C:11]([CH2:14][NH:15][C:16]3[C:17]([F:29])=[CH:18][C:19]([F:28])=[C:20]([CH:27]=3)[C:21]([NH:23][CH:24]3[CH2:26][CH2:25]3)=[O:22])=[CH:12][N:13]=2)[CH:5]=[CH:4][CH:3]=1.[CH3:30][N:31]1[CH2:36][CH2:35][NH:34][CH2:33][CH2:32]1. Product: [CH:24]1([NH:23][C:21](=[O:22])[C:20]2[CH:27]=[C:16]([NH:15][CH2:14][C:11]3[S:10][C:9]([NH:8][C:6]4[CH:5]=[CH:4][CH:3]=[C:2]([N:34]5[CH2:35][CH2:36][N:31]([CH3:30])[CH2:32][CH2:33]5)[N:7]=4)=[N:13][CH:12]=3)[C:17]([F:29])=[CH:18][C:19]=2[F:28])[CH2:26][CH2:25]1. The catalyst class is: 2. (6) Reactant: [NH2:1][C@@H:2]([CH2:5][CH:6]([CH3:8])[CH3:7])[CH2:3][OH:4].[C:9]([O:13][C:14](O[C:14]([O:13][C:9]([CH3:12])([CH3:11])[CH3:10])=[O:15])=[O:15])([CH3:12])([CH3:11])[CH3:10]. Product: [C:9]([O:13][C:14]([NH:1][C@@H:2]([CH2:5][CH:6]([CH3:8])[CH3:7])[CH2:3][OH:4])=[O:15])([CH3:12])([CH3:11])[CH3:10]. The catalyst class is: 7. (7) Reactant: [F:1][C:2]([F:24])([F:23])[S:3]([NH:6][CH2:7][CH2:8][CH2:9][CH2:10][CH2:11][NH:12][CH2:13][C:14]1[N:19]2[CH:20]=[CH:21][N:22]=[C:18]2[CH:17]=[CH:16][CH:15]=1)(=[O:5])=[O:4].[C:25](O[C:25]([O:27][C:28]([CH3:31])([CH3:30])[CH3:29])=[O:26])([O:27][C:28]([CH3:31])([CH3:30])[CH3:29])=[O:26]. Product: [C:28]([O:27][C:25]([N:12]([CH2:13][C:14]1[N:19]2[CH:20]=[CH:21][N:22]=[C:18]2[CH:17]=[CH:16][CH:15]=1)[CH2:11][CH2:10][CH2:9][CH2:8][CH2:7][NH:6][S:3]([C:2]([F:1])([F:23])[F:24])(=[O:5])=[O:4])=[O:26])([CH3:31])([CH3:30])[CH3:29]. The catalyst class is: 8. (8) Reactant: [NH2:1][C:2]1[NH:3][C:4](=[O:12])[C:5]2[S:10][C:9](=[O:11])[NH:8][C:6]=2[N:7]=1.[C:13]([O:21][CH:22]([CH:36]1[CH2:40][CH2:39][CH2:38][CH2:37]1)[C@@H:23]1[CH2:27][C@@H:26]([O:28][C:29](=[O:31])[CH3:30])[CH:25](OC(=O)C)[O:24]1)(=[O:20])[C:14]1[CH:19]=[CH:18][CH:17]=[CH:16][CH:15]=1.[Si](OS(C(F)(F)F)(=O)=O)(C)(C)C. Product: [C:13]([O:21][CH:22]([C@@H:23]1[CH2:27][C@@H:26]([O:28][C:29](=[O:31])[CH3:30])[C@H:25]([N:8]2[C:6]3[N:7]=[C:2]([NH2:1])[NH:3][C:4](=[O:12])[C:5]=3[S:10][C:9]2=[O:11])[O:24]1)[CH:36]1[CH2:37][CH2:38][CH2:39][CH2:40]1)(=[O:20])[C:14]1[CH:19]=[CH:18][CH:17]=[CH:16][CH:15]=1. The catalyst class is: 10.